The task is: Predict the reaction yield, written as a fraction of the theoretical maximum amount of product (1.0 means a 100% yield; for example, 0.34 means a 34% yield).. This data is from Reaction yield outcomes from USPTO patents with 853,638 reactions. (1) The product is [ClH:10].[N:31]1[CH:32]=[CH:33][C:28]([NH:27][C:20]2[C:21]3[O:25][CH:24]=[CH:23][C:22]=3[CH:26]=[C:18]([NH:17][S:7]([C:1]3[CH:6]=[CH:5][CH:4]=[CH:3][CH:2]=3)(=[O:9])=[O:8])[CH:19]=2)=[CH:29][CH:30]=1. The yield is 0.450. The catalyst is C(Cl)Cl. The reactants are [C:1]1([S:7]([Cl:10])(=[O:9])=[O:8])[CH:6]=[CH:5][CH:4]=[CH:3][CH:2]=1.N1C=CC=CC=1.[NH2:17][C:18]1[CH:19]=[C:20]([NH:27][C:28]2[CH:33]=[CH:32][N:31]=[CH:30][CH:29]=2)[C:21]2[O:25][CH:24]=[CH:23][C:22]=2[CH:26]=1. (2) The reactants are [CH2:1]([N:3]([CH2:32][CH3:33])[C:4]1[CH:5]=[CH:6][C:7]([N+:29]([O-])=O)=[C:8]([C:10]2[CH:11]=[C:12]([CH:26]=[CH:27][N:28]=2)[C:13]([NH:15][C@@H:16]2[C:25]3[C:20](=[CH:21][CH:22]=[CH:23][CH:24]=3)[CH2:19][CH2:18][CH2:17]2)=[O:14])[CH:9]=1)[CH3:2]. The catalyst is CO.[Pd]. The product is [NH2:29][C:7]1[CH:6]=[CH:5][C:4]([N:3]([CH2:32][CH3:33])[CH2:1][CH3:2])=[CH:9][C:8]=1[C:10]1[CH:11]=[C:12]([CH:26]=[CH:27][N:28]=1)[C:13]([NH:15][C@@H:16]1[C:25]2[C:20](=[CH:21][CH:22]=[CH:23][CH:24]=2)[CH2:19][CH2:18][CH2:17]1)=[O:14]. The yield is 0.910. (3) The reactants are Br[C:2]1[C:9]([CH3:10])=[CH:8][C:5]([C:6]#[N:7])=[C:4]([F:11])[CH:3]=1.C(OC)(=O)[CH2:13][C:14]([O:16][CH3:17])=[O:15].C(=O)([O-])[O-].[K+].[K+].C(=O)([O-])O.[K+]. The catalyst is C(OCC)(=O)C.F[B-](F)(F)F.C([PH+](C(C)(C)C)C(C)(C)C)(C)(C)C. The product is [C:6]([C:5]1[C:4]([F:11])=[CH:3][C:2]([CH2:13][C:14]([O:16][CH3:17])=[O:15])=[C:9]([CH3:10])[CH:8]=1)#[N:7]. The yield is 0.430. (4) The reactants are [CH3:1][O:2][C:3]1[CH:4]=[CH:5][C:6]2[O:11][CH2:10][C:9](=[O:12])[NH:8][C:7]=2[CH:13]=1.[H-].[Na+].CS(O[CH2:21][CH2:22][C@H:23]1[CH2:28][CH2:27][C@H:26]([NH:29][C:30]([O:32][C:33]([CH3:36])([CH3:35])[CH3:34])=[O:31])[CH2:25][CH2:24]1)(=O)=O.COC1C=C2C(C=CC(=O)N2CCN2CCC(NC(=O)OC(C)(C)C)CC2)=CC=1. The catalyst is ClCCl.CO. The product is [CH3:1][O:2][C:3]1[CH:4]=[CH:5][C:6]2[O:11][CH2:10][C:9](=[O:12])[N:8]([CH2:21][CH2:22][C@H:23]3[CH2:24][CH2:25][C@H:26]([NH:29][C:30](=[O:31])[O:32][C:33]([CH3:36])([CH3:35])[CH3:34])[CH2:27][CH2:28]3)[C:7]=2[CH:13]=1. The yield is 0.580. (5) The reactants are Cl.[NH2:2][C@H:3]([C:10]1[CH:15]=[CH:14][CH:13]=[C:12]([N+:16]([O-:18])=[O:17])[CH:11]=1)[CH2:4][C:5]([O:7][CH2:8][CH3:9])=[O:6].N[C@H](C1C=CC=C([N+]([O-])=O)C=1)CC(O)=O.S(Cl)([Cl:36])=O. No catalyst specified. The product is [ClH:36].[NH2:2][C@@H:3]([C:10]1[CH:15]=[CH:14][CH:13]=[C:12]([N+:16]([O-:18])=[O:17])[CH:11]=1)[CH2:4][C:5]([O:7][CH2:8][CH3:9])=[O:6]. The yield is 0.990. (6) The reactants are [CH:1]1([N:4]([C:12]2[N:17]3[N:18]=[CH:19][C:20]([CH:21]=[O:22])=[C:16]3[N:15]=[C:14]([C:23]3[CH:28]=[CH:27][N:26]=[C:25]([F:29])[CH:24]=3)[CH:13]=2)C(=O)OC(C)(C)C)[CH2:3][CH2:2]1.C(O)(C(F)(F)F)=O. The catalyst is C(Cl)Cl. The product is [CH:1]1([NH:4][C:12]2[N:17]3[N:18]=[CH:19][C:20]([CH:21]=[O:22])=[C:16]3[N:15]=[C:14]([C:23]3[CH:28]=[CH:27][N:26]=[C:25]([F:29])[CH:24]=3)[CH:13]=2)[CH2:3][CH2:2]1. The yield is 0.740.